Regression. Given two drug SMILES strings and cell line genomic features, predict the synergy score measuring deviation from expected non-interaction effect. From a dataset of NCI-60 drug combinations with 297,098 pairs across 59 cell lines. (1) Drug 1: CC1OCC2C(O1)C(C(C(O2)OC3C4COC(=O)C4C(C5=CC6=C(C=C35)OCO6)C7=CC(=C(C(=C7)OC)O)OC)O)O. Drug 2: CC1C(C(CC(O1)OC2CC(OC(C2O)C)OC3=CC4=CC5=C(C(=O)C(C(C5)C(C(=O)C(C(C)O)O)OC)OC6CC(C(C(O6)C)O)OC7CC(C(C(O7)C)O)OC8CC(C(C(O8)C)O)(C)O)C(=C4C(=C3C)O)O)O)O. Cell line: MDA-MB-435. Synergy scores: CSS=15.6, Synergy_ZIP=-1.16, Synergy_Bliss=3.00, Synergy_Loewe=-67.0, Synergy_HSA=-0.446. (2) Drug 1: CC1=C(C=C(C=C1)C(=O)NC2=CC(=CC(=C2)C(F)(F)F)N3C=C(N=C3)C)NC4=NC=CC(=N4)C5=CN=CC=C5. Drug 2: C1=NC2=C(N=C(N=C2N1C3C(C(C(O3)CO)O)F)Cl)N. Cell line: DU-145. Synergy scores: CSS=-8.74, Synergy_ZIP=4.10, Synergy_Bliss=2.59, Synergy_Loewe=-11.8, Synergy_HSA=-8.90. (3) Drug 1: CC1CCC2CC(C(=CC=CC=CC(CC(C(=O)C(C(C(=CC(C(=O)CC(OC(=O)C3CCCCN3C(=O)C(=O)C1(O2)O)C(C)CC4CCC(C(C4)OC)O)C)C)O)OC)C)C)C)OC. Drug 2: C1=CC=C(C=C1)NC(=O)CCCCCCC(=O)NO. Cell line: OVCAR3. Synergy scores: CSS=4.29, Synergy_ZIP=2.40, Synergy_Bliss=7.59, Synergy_Loewe=-4.23, Synergy_HSA=-2.76. (4) Drug 2: C#CCC(CC1=CN=C2C(=N1)C(=NC(=N2)N)N)C3=CC=C(C=C3)C(=O)NC(CCC(=O)O)C(=O)O. Synergy scores: CSS=4.85, Synergy_ZIP=-0.197, Synergy_Bliss=-0.549, Synergy_Loewe=-0.632, Synergy_HSA=-1.25. Drug 1: CC12CCC(CC1=CCC3C2CCC4(C3CC=C4C5=CN=CC=C5)C)O. Cell line: MCF7.